This data is from Reaction yield outcomes from USPTO patents with 853,638 reactions. The task is: Predict the reaction yield, written as a fraction of the theoretical maximum amount of product (1.0 means a 100% yield; for example, 0.34 means a 34% yield). (1) The reactants are [Cl:1][C:2]1[CH:3]=[C:4]([CH:30]=C)[C:5]2[C:6]([CH:29]=1)=[N:7][N:8]([CH2:10][C:11]([NH:15][C:16](=[O:28])[C:17]1[CH:22]=[CH:21][C:20]([O:23][C:24]([F:27])([F:26])[F:25])=[CH:19][CH:18]=1)([C:13]#[N:14])[CH3:12])[N:9]=2.C(Cl)Cl.[O:35]=[O+][O-]. The catalyst is CO. The product is [Cl:1][C:2]1[CH:3]=[C:4]([CH:30]=[O:35])[C:5]2[C:6]([CH:29]=1)=[N:7][N:8]([CH2:10][C:11]([NH:15][C:16](=[O:28])[C:17]1[CH:22]=[CH:21][C:20]([O:23][C:24]([F:25])([F:27])[F:26])=[CH:19][CH:18]=1)([C:13]#[N:14])[CH3:12])[N:9]=2. The yield is 0.790. (2) The reactants are [CH3:1][O:2][C:3](=[O:33])[CH:4]([C:9]1[CH:10]=[C:11]([C:23]2[CH:28]=[CH:27][C:26]([C:29]([F:32])([F:31])[F:30])=[CH:25][CH:24]=2)[CH:12]=[C:13]([O:15]CC2C=CC=CC=2)[CH:14]=1)[CH2:5][C:6]([CH3:8])=[CH2:7]. The catalyst is CO.[Pd]. The product is [CH3:1][O:2][C:3](=[O:33])[CH:4]([C:9]1[CH:10]=[C:11]([C:23]2[CH:24]=[CH:25][C:26]([C:29]([F:31])([F:30])[F:32])=[CH:27][CH:28]=2)[CH:12]=[C:13]([OH:15])[CH:14]=1)[CH2:5][CH:6]([CH3:8])[CH3:7]. The yield is 0.840. (3) The reactants are I[C:2]1[C:7]([O:8][C:9]2[C:18]3[C:13](=[CH:14][C:15]([O:21][CH3:22])=[C:16]([O:19][CH3:20])[CH:17]=3)[N:12]=[CH:11][CH:10]=2)=[CH:6][CH:5]=[C:4]([CH3:23])[N:3]=1.[CH2:24]([C:28]1[CH:33]=[CH:32][C:31](B(O)O)=[CH:30][CH:29]=1)[CH2:25][CH2:26][CH3:27].C(=O)([O-])O.[Na+]. The catalyst is C1(C)C=CC=CC=1. The product is [CH2:24]([C:28]1[CH:33]=[CH:32][C:31]([C:2]2[C:7]([O:8][C:9]3[C:18]4[C:13](=[CH:14][C:15]([O:21][CH3:22])=[C:16]([O:19][CH3:20])[CH:17]=4)[N:12]=[CH:11][CH:10]=3)=[CH:6][CH:5]=[C:4]([CH3:23])[N:3]=2)=[CH:30][CH:29]=1)[CH2:25][CH2:26][CH3:27]. The yield is 0.640. (4) The reactants are [OH:1][C@H:2]1[CH2:19][CH2:18][C@@:17]2([CH3:20])[C@@H:4]([CH2:5][CH2:6][C@:7]3([CH3:45])[C@@H:16]2[CH2:15][CH2:14][C@H:13]2[C@@:8]3([CH3:44])[CH2:9][CH2:10][C@@:11]3([C:28]([N:30]4[CH2:35][CH2:34][CH:33]([O:36][CH2:37][CH2:38][O:39][CH2:40][CH2:41][O:42][CH3:43])[CH2:32][CH2:31]4)=[O:29])[CH2:23][CH2:22][C@@H:21]([C:24]4([CH3:27])[CH2:26][CH2:25]4)[C@@H:12]32)[C:3]1([CH3:47])[CH3:46].[CH3:48][C:49]1([CH3:56])[CH2:54][C:53](=[O:55])[O:52][C:50]1=[O:51].C1(C)C=CC=CC=1. The catalyst is ClCCl. The product is [CH3:43][O:42][CH2:41][CH2:40][O:39][CH2:38][CH2:37][O:36][CH:33]1[CH2:32][CH2:31][N:30]([C:28]([C@:11]23[CH2:23][CH2:22][C@@H:21]([C:24]4([CH3:27])[CH2:26][CH2:25]4)[C@@H:12]2[C@@H:13]2[C@@:8]([CH3:44])([CH2:9][CH2:10]3)[C@@:7]3([CH3:45])[C@@H:16]([C@:17]4([CH3:20])[C@@H:4]([CH2:5][CH2:6]3)[C:3]([CH3:47])([CH3:46])[C@@H:2]([O:1][C:53](=[O:55])[CH2:54][C:49]([CH3:56])([CH3:48])[C:50]([OH:52])=[O:51])[CH2:19][CH2:18]4)[CH2:15][CH2:14]2)=[O:29])[CH2:35][CH2:34]1. The yield is 0.287. (5) The reactants are Br[C:2]1[CH:7]=[CH:6][N:5]=[C:4]([Cl:8])[CH:3]=1.[C:9]([Si:11]([CH3:14])([CH3:13])[CH3:12])#[CH:10]. The catalyst is C(N(CC)CC)C.[Cu]I.Cl[Pd](Cl)([P](C1C=CC=CC=1)(C1C=CC=CC=1)C1C=CC=CC=1)[P](C1C=CC=CC=1)(C1C=CC=CC=1)C1C=CC=CC=1. The product is [Cl:8][C:4]1[CH:3]=[C:2]([C:10]#[C:9][Si:11]([CH3:14])([CH3:13])[CH3:12])[CH:7]=[CH:6][N:5]=1. The yield is 0.770.